Regression. Given two drug SMILES strings and cell line genomic features, predict the synergy score measuring deviation from expected non-interaction effect. From a dataset of NCI-60 drug combinations with 297,098 pairs across 59 cell lines. Drug 1: CC1C(C(=O)NC(C(=O)N2CCCC2C(=O)N(CC(=O)N(C(C(=O)O1)C(C)C)C)C)C(C)C)NC(=O)C3=C4C(=C(C=C3)C)OC5=C(C(=O)C(=C(C5=N4)C(=O)NC6C(OC(=O)C(N(C(=O)CN(C(=O)C7CCCN7C(=O)C(NC6=O)C(C)C)C)C)C(C)C)C)N)C. Drug 2: CCN(CC)CCNC(=O)C1=C(NC(=C1C)C=C2C3=C(C=CC(=C3)F)NC2=O)C. Cell line: NCIH23. Synergy scores: CSS=8.44, Synergy_ZIP=-1.74, Synergy_Bliss=-1.07, Synergy_Loewe=-0.990, Synergy_HSA=0.210.